From a dataset of Reaction yield outcomes from USPTO patents with 853,638 reactions. Predict the reaction yield, written as a fraction of the theoretical maximum amount of product (1.0 means a 100% yield; for example, 0.34 means a 34% yield). (1) The reactants are C([N:8]1[CH2:16][C:15]2[C:10](=[CH:11][CH:12]=[C:13]([O:17][C:18]3[CH:26]=[CH:25][C:21]([C:22]([NH2:24])=[O:23])=[CH:20][N:19]=3)[CH:14]=2)[CH2:9]1)C1C=CC=CC=1. The catalyst is [Pd].CCO. The product is [CH2:9]1[C:10]2[C:15](=[CH:14][C:13]([O:17][C:18]3[CH:26]=[CH:25][C:21]([C:22]([NH2:24])=[O:23])=[CH:20][N:19]=3)=[CH:12][CH:11]=2)[CH2:16][NH:8]1. The yield is 0.110. (2) The reactants are [CH:1](=O)[C:2]1[CH:7]=[CH:6][CH:5]=[CH:4][CH:3]=1.[CH3:9][CH2:10]O[Si](OCC)(OCC)CCCN.[C:23]([CH2:25][C:26]([O:28]CC)=O)#[N:24]. The catalyst is CN(C)C=O. The yield is 0.980. The product is [C:2]1([CH:1]=[C:25]([C:26](=[O:28])[CH2:9][CH3:10])[C:23]#[N:24])[CH:7]=[CH:6][CH:5]=[CH:4][CH:3]=1. (3) The reactants are [F:1][C:2]1[CH:10]=[C:9]2[C:5]([C:6]([C:20]3[CH:21]=[CH:22][C:23]4[N:27]=[C:26]([CH:28]5[CH2:33][CH2:32][N:31]([C:34](OC(C)(C)C)=[O:35])[CH2:30][CH2:29]5)NC=4C=3)=[CH:7][N:8]2S(C2C=CC=CC=2)(=O)=O)=[CH:4][CH:3]=1.[C:42](Cl)(=[O:44])[CH3:43].[CH2:46](Cl)Cl. No catalyst specified. The product is [F:1][C:2]1[CH:10]=[C:9]2[C:5]([C:6]([C:20]3[CH:21]=[CH:22][C:23]4[N:27]=[C:26]([CH:28]5[CH2:29][CH2:30][N:31]([C:34](=[O:35])[CH3:46])[CH2:32][CH2:33]5)[O:44][C:42]=4[CH:43]=3)=[CH:7][NH:8]2)=[CH:4][CH:3]=1. The yield is 0.540.